This data is from Reaction yield outcomes from USPTO patents with 853,638 reactions. The task is: Predict the reaction yield, written as a fraction of the theoretical maximum amount of product (1.0 means a 100% yield; for example, 0.34 means a 34% yield). The reactants are [NH2:1][C:2]1[CH:3]=[C:4]([NH:8][C:9](=[O:11])[CH3:10])[CH:5]=[CH:6][CH:7]=1.[C:12]([O:16][C:17]([N:19]1[CH2:24][CH2:23][C:22](=O)[CH2:21][CH2:20]1)=[O:18])([CH3:15])([CH3:14])[CH3:13].C([BH3-])#N.[Na+]. The catalyst is C(O)(C)C. The product is [C:12]([O:16][C:17]([N:19]1[CH2:24][CH2:23][CH:22]([NH:1][C:2]2[CH:7]=[CH:6][CH:5]=[C:4]([NH:8][C:9](=[O:11])[CH3:10])[CH:3]=2)[CH2:21][CH2:20]1)=[O:18])([CH3:15])([CH3:13])[CH3:14]. The yield is 0.490.